Dataset: Full USPTO retrosynthesis dataset with 1.9M reactions from patents (1976-2016). Task: Predict the reactants needed to synthesize the given product. (1) Given the product [CH2:1]([N:7]([C:22]1[CH:31]=[CH:30][C:29]2[C:28]([CH3:33])([CH3:32])[CH2:27][CH2:26][C:25]([CH3:34])([CH3:35])[C:24]=2[CH:23]=1)[C:8](=[O:21])[NH:9][C:10]1[CH:20]=[CH:19][C:13]([C:14]([OH:16])=[O:15])=[CH:12][CH:11]=1)[CH2:2][CH2:3][CH2:4][CH2:5][CH3:6], predict the reactants needed to synthesize it. The reactants are: [CH2:1]([N:7]([C:22]1[CH:31]=[CH:30][C:29]2[C:28]([CH3:33])([CH3:32])[CH2:27][CH2:26][C:25]([CH3:35])([CH3:34])[C:24]=2[CH:23]=1)[C:8](=[O:21])[NH:9][C:10]1[CH:20]=[CH:19][C:13]([C:14]([O:16]CC)=[O:15])=[CH:12][CH:11]=1)[CH2:2][CH2:3][CH2:4][CH2:5][CH3:6].[OH-].[K+].C1COCC1.Cl. (2) Given the product [OH:11][N:12]([CH:13]([CH2:14][S:15]([N:18]1[CH2:19][CH2:20][N:21]([C:24]2[CH:25]=[CH:26][C:27]([C:30]#[C:31][C:32]3[CH:37]=[CH:36][CH:35]=[CH:34][CH:33]=3)=[CH:28][CH:29]=2)[CH2:22][CH2:23]1)(=[O:16])=[O:17])[CH2:38][C@@H:39]([C:41]1[CH:42]=[CH:43][CH:44]=[CH:45][CH:46]=1)[CH3:40])[CH:1]=[O:3], predict the reactants needed to synthesize it. The reactants are: [CH:1]([OH:3])=O.C(OC(=O)C)(=O)C.[OH:11][NH:12][CH:13]([CH2:38][C@@H:39]([C:41]1[CH:46]=[CH:45][CH:44]=[CH:43][CH:42]=1)[CH3:40])[CH2:14][S:15]([N:18]1[CH2:23][CH2:22][N:21]([C:24]2[CH:29]=[CH:28][C:27]([C:30]#[C:31][C:32]3[CH:37]=[CH:36][CH:35]=[CH:34][CH:33]=3)=[CH:26][CH:25]=2)[CH2:20][CH2:19]1)(=[O:17])=[O:16].